Predict which catalyst facilitates the given reaction. From a dataset of Catalyst prediction with 721,799 reactions and 888 catalyst types from USPTO. (1) Reactant: CC[Mg+].[Br-:4].C1C=CC(C(C2NC=CC=2)C2NC=CC=2)=CC=1.C[C:23]1[CH:37]=[CH:36][C:26]([C:27](=[O:35])[S:28][C:29]2[CH:34]=[CH:33][CH:32]=[CH:31][N:30]=2)=[CH:25][CH:24]=1. Product: [Br:4][C:23]1[CH:37]=[CH:36][C:26]([C:27](=[O:35])[S:28][C:29]2[CH:34]=[CH:33][CH:32]=[CH:31][N:30]=2)=[CH:25][CH:24]=1. The catalyst class is: 1. (2) Reactant: [CH3:1][CH:2]([C:19]([NH:21][CH2:22][C:23]([F:29])([F:28])[C:24]([F:27])([F:26])[F:25])=[O:20])[C:3]([NH:5][C@@H:6]1[C:12](=[O:13])[N:11]([CH3:14])[C:10]2[CH:15]=[CH:16][CH:17]=[CH:18][C:9]=2[NH:8][CH2:7]1)=[O:4].ClCCl.[C:33](Cl)(=[O:40])[C:34]1[CH:39]=[CH:38][CH:37]=[CH:36][CH:35]=1.Cl. Product: [C:33]([N:8]1[CH2:7][C@H:6]([NH:5][C:3](=[O:4])[CH:2]([CH3:1])[C:19]([NH:21][CH2:22][C:23]([F:29])([F:28])[C:24]([F:26])([F:25])[F:27])=[O:20])[C:12](=[O:13])[N:11]([CH3:14])[C:10]2[CH:15]=[CH:16][CH:17]=[CH:18][C:9]1=2)(=[O:40])[C:34]1[CH:39]=[CH:38][CH:37]=[CH:36][CH:35]=1. The catalyst class is: 66. (3) Reactant: [N+:1]([C:4]1[C:5]([NH:14][C:15]2[CH:20]=[CH:19][CH:18]=[CH:17][CH:16]=2)=[CH:6][CH:7]=[C:8]2[C:13]=1[N:12]=[CH:11][CH:10]=[CH:9]2)([O-])=O.Cl[Sn]Cl. Product: [C:15]1([NH:14][C:5]2[C:4]([NH2:1])=[C:13]3[C:8]([CH:9]=[CH:10][CH:11]=[N:12]3)=[CH:7][CH:6]=2)[CH:16]=[CH:17][CH:18]=[CH:19][CH:20]=1. The catalyst class is: 14. (4) Reactant: [Si:1]([O:8][CH2:9][CH2:10][NH:11][C:12]1[C:13]2[CH:34]=[CH:33][N:32]([S:35]([C:38]3[CH:43]=[CH:42][CH:41]=[CH:40][CH:39]=3)(=[O:37])=[O:36])[C:14]=2[N:15]=[CH:16][C:17]=1[CH2:18][NH:19][C:20]1[C:25]([F:26])=[C:24]([O:27][CH3:28])[CH:23]=[C:22]([O:29][CH3:30])[C:21]=1[F:31])([C:4]([CH3:7])([CH3:6])[CH3:5])([CH3:3])[CH3:2].C(N(CC)CC)C.Cl[C:52](Cl)([O:54]C(=O)OC(Cl)(Cl)Cl)Cl. Product: [Si:1]([O:8][CH2:9][CH2:10][N:11]1[C:12]2[C:13]3[CH:34]=[CH:33][N:32]([S:35]([C:38]4[CH:43]=[CH:42][CH:41]=[CH:40][CH:39]=4)(=[O:37])=[O:36])[C:14]=3[N:15]=[CH:16][C:17]=2[CH2:18][N:19]([C:20]2[C:21]([F:31])=[C:22]([O:29][CH3:30])[CH:23]=[C:24]([O:27][CH3:28])[C:25]=2[F:26])[C:52]1=[O:54])([C:4]([CH3:7])([CH3:5])[CH3:6])([CH3:2])[CH3:3]. The catalyst class is: 7. (5) Reactant: [C:1]([N:5]1[CH:9]=[C:8]([CH2:10][N:11]([CH2:15][C:16]2[N:17]=[N:18][N:19]([C:21]([CH3:24])([CH3:23])[CH3:22])[CH:20]=2)[CH2:12][C:13]#[CH:14])[N:7]=[N:6]1)([CH3:4])([CH3:3])[CH3:2].[N:25]([CH2:28][C:29]([OH:31])=[O:30])=[N+:26]=[N-:27].CCN(C(C)C)C(C)C.O. The catalyst class is: 1. Product: [C:1]([N:5]1[CH:9]=[C:8]([CH2:10][N:11]([CH2:12][C:13]2[N:27]=[N:26][N:25]([CH2:28][C:29]([OH:31])=[O:30])[CH:14]=2)[CH2:15][C:16]2[N:17]=[N:18][N:19]([C:21]([CH3:24])([CH3:23])[CH3:22])[CH:20]=2)[N:7]=[N:6]1)([CH3:3])([CH3:4])[CH3:2]. (6) Reactant: Cl[C:2]1[C:11]2[C:6](=[CH:7][C:8]([O:14][CH3:15])=[C:9]([O:12][CH3:13])[CH:10]=2)[N:5]=[CH:4][N:3]=1.[NH2:16][C:17]1[CH:18]=[C:19]([NH:24][C:25](=[O:37])[C:26]2[CH:31]=[CH:30][CH:29]=[C:28]([C:32]([C:35]#[N:36])([CH3:34])[CH3:33])[CH:27]=2)[CH:20]=[CH:21][C:22]=1[CH3:23]. Product: [C:35]([C:32]([C:28]1[CH:27]=[C:26]([CH:31]=[CH:30][CH:29]=1)[C:25]([NH:24][C:19]1[CH:20]=[CH:21][C:22]([CH3:23])=[C:17]([NH:16][C:2]2[C:11]3[C:6](=[CH:7][C:8]([O:14][CH3:15])=[C:9]([O:12][CH3:13])[CH:10]=3)[N:5]=[CH:4][N:3]=2)[CH:18]=1)=[O:37])([CH3:33])[CH3:34])#[N:36]. The catalyst class is: 14. (7) Reactant: [Br:1]Br.[Cl:3][C:4]1[CH:9]=[C:8]([Cl:10])[CH:7]=[CH:6][C:5]=1[C:11](=[O:13])[CH3:12]. Product: [Br:1][CH2:12][C:11]([C:5]1[CH:6]=[CH:7][C:8]([Cl:10])=[CH:9][C:4]=1[Cl:3])=[O:13]. The catalyst class is: 27. (8) Reactant: [OH:1][C:2]1[CH:9]=[CH:8][C:5]([CH:6]=[O:7])=[CH:4][CH:3]=1.C(=O)([O-])[O-].[Cs+].[Cs+].Br[CH2:17][CH2:18][CH2:19][O:20][CH2:21][C:22]1[CH:27]=[CH:26][CH:25]=[CH:24][CH:23]=1.[I-].[Na+]. Product: [CH2:21]([O:20][CH2:19][CH2:18][CH2:17][O:1][C:2]1[CH:9]=[CH:8][C:5]([CH:6]=[O:7])=[CH:4][CH:3]=1)[C:22]1[CH:27]=[CH:26][CH:25]=[CH:24][CH:23]=1. The catalyst class is: 35.